Binary Classification. Given a drug SMILES string, predict its activity (active/inactive) in a high-throughput screening assay against a specified biological target. From a dataset of HIV replication inhibition screening data with 41,000+ compounds from the AIDS Antiviral Screen. (1) The molecule is O=C1c2ccccc2C(=O)C2(C(c3ccccc3)c3ccccc3)N=NCC12. The result is 0 (inactive). (2) The compound is CC(C(=O)O)C(C)(C)C(=O)O. The result is 0 (inactive). (3) The compound is CC1(C)CCC(c2cc(O)c3c(c2O)C(=O)C=CC3=O)O1. The result is 0 (inactive). (4) The drug is COC(=O)C(CCc1cc(OC)ccc1I)C1=CCC2(CC1)OCCO2. The result is 0 (inactive). (5) The molecule is COc1ccc2c3c1OC1(C)C4(OC)C=CC5(c6c(O)ccc(O)c64)C(C2)N(C)CCC351. The result is 0 (inactive). (6) The compound is N#CC(C#N)=c1ccc(=C2NCC3CCCN23)cc1. The result is 0 (inactive).